Dataset: Forward reaction prediction with 1.9M reactions from USPTO patents (1976-2016). Task: Predict the product of the given reaction. (1) Given the reactants [CH2:1]([O:3][C:4](=[O:21])[C:5]([O:8][C:9]1[CH:14]=[CH:13][C:12]([O:15][CH2:16][C:17]([OH:19])=O)=[CH:11][C:10]=1[CH3:20])([CH3:7])[CH3:6])[CH3:2].C(OC(=O)C(OC1C=CC(O)=CC=1C)(C)C)C.ClCC(OC)=O.[F:45][C:46]([F:61])([F:60])[C:47]1[CH:52]=[CH:51][C:50]([C:53]2[CH:58]=[CH:57][CH:56]=[C:55]([NH2:59])[CH:54]=2)=[CH:49][CH:48]=1, predict the reaction product. The product is: [CH2:1]([O:3][C:4](=[O:21])[C:5]([CH3:6])([O:8][C:9]1[CH:14]=[CH:13][C:12]([O:15][CH2:16][C:17](=[O:19])[NH:59][C:55]2[CH:54]=[C:53]([C:50]3[CH:51]=[CH:52][C:47]([C:46]([F:45])([F:60])[F:61])=[CH:48][CH:49]=3)[CH:58]=[CH:57][CH:56]=2)=[CH:11][C:10]=1[CH3:20])[CH3:7])[CH3:2]. (2) Given the reactants [Br:1][C:2]1[S:6][C:5]([C:7]([O:9]CC)=[O:8])=[CH:4][C:3]=1[C:12]1[CH:17]=[CH:16][CH:15]=[C:14]([Cl:18])[CH:13]=1.[OH-].[Li+].O.Cl, predict the reaction product. The product is: [Br:1][C:2]1[S:6][C:5]([C:7]([OH:9])=[O:8])=[CH:4][C:3]=1[C:12]1[CH:17]=[CH:16][CH:15]=[C:14]([Cl:18])[CH:13]=1. (3) Given the reactants [CH3:1][N:2]1[C:6]2=[N:7][CH:8]=[CH:9][CH:10]=[C:5]2[C:4]([CH:11]=[CH:12][C:13](O)=[O:14])=[C:3]1[C:16]1[CH:21]=[CH:20][CH:19]=[CH:18][CH:17]=1.[ClH:22].ON1C2C=CC=CC=2N=N1.[CH3:33][CH:34]1[NH:43][CH2:42][CH2:41][C:40]2[C:35]1=[CH:36][C:37]([O:46][CH3:47])=[C:38]([O:44][CH3:45])[CH:39]=2.Cl, predict the reaction product. The product is: [ClH:22].[CH3:45][O:44][C:38]1[CH:39]=[C:40]2[C:35](=[CH:36][C:37]=1[O:46][CH3:47])[CH:34]([CH3:33])[N:43]([C:13](=[O:14])/[CH:12]=[CH:11]/[C:4]1[C:5]3[C:6](=[N:7][CH:8]=[CH:9][CH:10]=3)[N:2]([CH3:1])[C:3]=1[C:16]1[CH:17]=[CH:18][CH:19]=[CH:20][CH:21]=1)[CH2:42][CH2:41]2. (4) Given the reactants Br[C:2]1[S:10][C:9]2[C:8](=[O:11])[N:7]([CH:12]3[CH2:17][CH2:16][N:15]([C:18]([O:20][C:21]([CH3:24])([CH3:23])[CH3:22])=[O:19])[CH2:14][CH2:13]3)[C:6](=[O:25])[N:5]([CH2:26][C:27]3[N:28]=[N:29][N:30]([CH2:32][CH3:33])[N:31]=3)[C:4]=2[CH:3]=1.[O:34]1[C:38]2[CH:39]=[CH:40][C:41](B(O)O)=[CH:42][C:37]=2[O:36][CH2:35]1.C(=O)([O-])[O-].[Cs+].[Cs+].COCCOC, predict the reaction product. The product is: [O:34]1[C:38]2[CH:39]=[CH:40][C:41]([C:2]3[S:10][C:9]4[C:8](=[O:11])[N:7]([CH:12]5[CH2:13][CH2:14][N:15]([C:18]([O:20][C:21]([CH3:23])([CH3:22])[CH3:24])=[O:19])[CH2:16][CH2:17]5)[C:6](=[O:25])[N:5]([CH2:26][C:27]5[N:28]=[N:29][N:30]([CH2:32][CH3:33])[N:31]=5)[C:4]=4[CH:3]=3)=[CH:42][C:37]=2[O:36][CH2:35]1.